The task is: Predict the reaction yield, written as a fraction of the theoretical maximum amount of product (1.0 means a 100% yield; for example, 0.34 means a 34% yield).. This data is from Reaction yield outcomes from USPTO patents with 853,638 reactions. (1) No catalyst specified. The reactants are [CH3:1][O:2][C:3]1[CH:10]=[CH:9][CH:8]=[CH:7][C:4]=1[CH:5]=[O:6].Br[C:12]1[CH:17]=[C:16]([O:18][CH3:19])[CH:15]=[C:14]([O:20][CH3:21])[CH:13]=1.C([Li])CCC.O1C2C=CC(C(C3C=C(OC)C=C(OC)C=3)O)=CC=2OCC1. The yield is 0.850. The product is [CH3:19][O:18][C:16]1[CH:17]=[C:12]([CH:5]([C:4]2[CH:7]=[CH:8][CH:9]=[CH:10][C:3]=2[O:2][CH3:1])[OH:6])[CH:13]=[C:14]([O:20][CH3:21])[CH:15]=1. (2) The reactants are O[C:2]1[CH:7]=[C:6]([CH3:8])O[C:4](=[O:9])[CH:3]=1.[F:10][C:11]1[CH:18]=[CH:17][C:14]([CH2:15][NH2:16])=[CH:13][CH:12]=1. The catalyst is C(O)CCC. The product is [F:10][C:11]1[CH:18]=[CH:17][C:14]([CH2:15][N:16]2[C:6]([CH3:8])=[CH:7][C:2]([NH:16][CH2:15][C:14]3[CH:17]=[CH:18][C:11]([F:10])=[CH:12][CH:13]=3)=[CH:3][C:4]2=[O:9])=[CH:13][CH:12]=1. The yield is 0.300. (3) The reactants are [Cl:1][C:2]1[CH:23]=[C:22]([C:24]([F:27])([F:26])[F:25])[CH:21]=[CH:20][C:3]=1[CH2:4][N:5]1[C:9](/[CH:10]=[CH:11]/[C:12](O)=[O:13])=[CH:8][C:7]([O:15][CH2:16][CH2:17][O:18][CH3:19])=[N:6]1.[CH3:28][CH:29]([CH3:36])[CH2:30][CH2:31][S:32]([NH2:35])(=[O:34])=[O:33].N12CCCN=C1CCCCC2.Cl. The catalyst is CN(C)C=O.O. The product is [Cl:1][C:2]1[CH:23]=[C:22]([C:24]([F:27])([F:25])[F:26])[CH:21]=[CH:20][C:3]=1[CH2:4][N:5]1[C:9](/[CH:10]=[CH:11]/[C:12]([NH:35][S:32]([CH2:31][CH2:30][CH:29]([CH3:36])[CH3:28])(=[O:34])=[O:33])=[O:13])=[CH:8][C:7]([O:15][CH2:16][CH2:17][O:18][CH3:19])=[N:6]1. The yield is 0.540.